Task: Predict the reactants needed to synthesize the given product.. Dataset: Full USPTO retrosynthesis dataset with 1.9M reactions from patents (1976-2016) (1) Given the product [CH2:33]([S:35]([N:8]1[CH:1]2[CH2:7][CH2:6][CH:5]1[CH2:4][N:3]([C:9]([O:11][CH2:12][CH:13]1[C:25]3[CH:24]=[CH:23][CH:22]=[CH:21][C:20]=3[C:19]3[C:14]1=[CH:15][CH:16]=[CH:17][CH:18]=3)=[O:10])[CH2:2]2)(=[O:37])=[O:36])[CH3:34], predict the reactants needed to synthesize it. The reactants are: [CH:1]12[NH:8][CH:5]([CH2:6][CH2:7]1)[CH2:4][N:3]([C:9]([O:11][CH2:12][CH:13]1[C:25]3[CH:24]=[CH:23][CH:22]=[CH:21][C:20]=3[C:19]3[C:14]1=[CH:15][CH:16]=[CH:17][CH:18]=3)=[O:10])[CH2:2]2.C(N(CC)CC)C.[CH2:33]([S:35](Cl)(=[O:37])=[O:36])[CH3:34]. (2) Given the product [O:1]1[C:5]2[CH:6]=[CH:7][CH:8]=[CH:9][C:4]=2[CH:3]=[C:2]1[CH2:10][CH:12]1[CH2:17][CH2:16][CH2:15][CH2:14][NH:13]1, predict the reactants needed to synthesize it. The reactants are: [O:1]1[C:5]2[CH:6]=[CH:7][CH:8]=[CH:9][C:4]=2[CH:3]=[C:2]1[C:10]([CH:12]1[CH2:17][CH2:16][CH2:15][CH2:14][N:13]1C(OC(C)(C)C)=O)=O.O.NN.[OH-].[K+].O. (3) Given the product [F:24][CH:2]([F:1])[C:3]1[N:8]2[N:9]=[CH:10][C:11]([C:12]#[C:13][C:26]3[CH:27]=[C:28]([S:32]([NH2:35])(=[O:34])=[O:33])[CH:29]=[CH:30][CH:31]=3)=[C:7]2[N:6]=[C:5]([C:14]2[CH:19]=[CH:18][C:17]([C:20]([F:23])([F:22])[F:21])=[CH:16][CH:15]=2)[CH:4]=1, predict the reactants needed to synthesize it. The reactants are: [F:1][CH:2]([F:24])[C:3]1[N:8]2[N:9]=[CH:10][C:11]([C:12]#[CH:13])=[C:7]2[N:6]=[C:5]([C:14]2[CH:19]=[CH:18][C:17]([C:20]([F:23])([F:22])[F:21])=[CH:16][CH:15]=2)[CH:4]=1.Br[C:26]1[CH:27]=[C:28]([S:32]([NH2:35])(=[O:34])=[O:33])[CH:29]=[CH:30][CH:31]=1. (4) Given the product [C:69]([C:68]1[CH:71]=[CH:72][C:65]([NH:64][C:30]([CH:20]2[NH:19][CH:18]([CH2:33][C:34]([CH3:35])([CH3:37])[CH3:36])[C:17]3([C:12]4[C:13](=[CH:14][C:9]([Cl:8])=[CH:10][C:11]=4[F:39])[NH:15][C:16]3=[O:38])[CH:21]2[C:22]2[CH:27]=[CH:26][CH:25]=[C:24]([Cl:28])[C:23]=2[F:29])=[O:31])=[CH:66][CH:67]=1)#[N:70], predict the reactants needed to synthesize it. The reactants are: FC(F)(F)C(O)=O.[Cl:8][C:9]1[CH:14]=[C:13]2[NH:15][C:16](=[O:38])[C:17]3([CH:21]([C:22]4[CH:27]=[CH:26][CH:25]=[C:24]([Cl:28])[C:23]=4[F:29])[CH:20]([C:30](O)=[O:31])[NH:19][CH:18]3[CH2:33][C:34]([CH3:37])([CH3:36])[CH3:35])[C:12]2=[C:11]([F:39])[CH:10]=1.C(N(C(C)C)CC)(C)C.C1(P(Cl)(C2C=CC=CC=2)=O)C=CC=CC=1.[NH2:64][C:65]1[CH:72]=[CH:71][C:68]([C:69]#[N:70])=[CH:67][CH:66]=1. (5) Given the product [F:1][C:2]1[CH:19]=[CH:18][C:5]([C:6]([C:11]2[CH:16]=[CH:15][C:14]([F:17])=[CH:13][CH:12]=2)([OH:10])[C:7]([O:9][CH3:21])=[O:8])=[CH:4][CH:3]=1, predict the reactants needed to synthesize it. The reactants are: [F:1][C:2]1[CH:19]=[CH:18][C:5]([C:6]([C:11]2[CH:16]=[CH:15][C:14]([F:17])=[CH:13][CH:12]=2)([OH:10])[C:7]([OH:9])=[O:8])=[CH:4][CH:3]=1.[O-][CH2:21]C.[Na+].[Na].CI. (6) Given the product [OH:4][CH:3]([C:5]1[CH:10]=[CH:9][C:8]([C:11]2[N:15]=[C:14]([C:16]3[C:20]([CH2:21][CH2:22][CH3:23])=[C:19]([C:24]4[CH:29]=[CH:28][CH:27]=[CH:26][CH:25]=4)[O:18][N:17]=3)[O:13][N:12]=2)=[CH:7][CH:6]=1)[CH2:2][N:30]1[CH2:35][CH2:34][CH2:33][CH:32]([C:36]([OH:38])=[O:37])[CH2:31]1, predict the reactants needed to synthesize it. The reactants are: Br[CH2:2][CH:3]([C:5]1[CH:10]=[CH:9][C:8]([C:11]2[N:15]=[C:14]([C:16]3[C:20]([CH2:21][CH2:22][CH3:23])=[C:19]([C:24]4[CH:29]=[CH:28][CH:27]=[CH:26][CH:25]=4)[O:18][N:17]=3)[O:13][N:12]=2)=[CH:7][CH:6]=1)[OH:4].[NH:30]1[CH2:35][CH2:34][CH2:33][CH:32]([C:36]([OH:38])=[O:37])[CH2:31]1.C1CCN2C(=NCCC2)CC1. (7) Given the product [CH:1]([N:4]1[C:9](=[O:10])[CH:8]=[CH:7][C:6]([C:11]2[S:15][C:14]([C:16]([NH:36][CH3:35])=[O:18])=[N:13][C:12]=2[C:21]2[CH:22]=[CH:23][CH:24]=[CH:25][CH:26]=2)=[N:5]1)([CH3:2])[CH3:3], predict the reactants needed to synthesize it. The reactants are: [CH:1]([N:4]1[C:9](=[O:10])[CH:8]=[CH:7][C:6]([C:11]2[S:15][C:14]([C:16]([O:18]CC)=O)=[N:13][C:12]=2[C:21]2[CH:26]=[CH:25][CH:24]=[CH:23][CH:22]=2)=[N:5]1)([CH3:3])[CH3:2].CC(C)([O-])C.[K+].O.Cl.[CH3:35][NH:36]C=O. (8) Given the product [C:1]1([C:7]2[N:8]=[N:9][N:10]([CH2:21][CH2:20][C:19]#[C:18][C:13]3[CH:14]=[CH:15][CH:16]=[CH:17][N:12]=3)[N:11]=2)[CH:2]=[CH:3][CH:4]=[CH:5][CH:6]=1, predict the reactants needed to synthesize it. The reactants are: [C:1]1([C:7]2[N:8]=[N:9][NH:10][N:11]=2)[CH:6]=[CH:5][CH:4]=[CH:3][CH:2]=1.[N:12]1[CH:17]=[CH:16][CH:15]=[CH:14][C:13]=1[C:18]#[C:19][CH2:20][CH2:21]O.C1(P(C2C=CC=CC=2)C2C=CC=CC=2)C=CC=CC=1. (9) Given the product [Cl:1][C:2]1[CH:3]=[N:4][CH:5]=[C:6]([CH:10]=1)[C:7]([NH:12][CH2:13][C:14]1[CH:25]=[CH:24][C:23]([C:26]#[N:27])=[CH:22][C:15]=1[O:16][CH2:17][C:18](=[O:19])[NH:20][CH3:21])=[O:9], predict the reactants needed to synthesize it. The reactants are: [Cl:1][C:2]1[CH:3]=[N:4][CH:5]=[C:6]([CH:10]=1)[C:7]([OH:9])=O.Cl.[NH2:12][CH2:13][C:14]1[CH:25]=[CH:24][C:23]([C:26]#[N:27])=[CH:22][C:15]=1[O:16][CH2:17][C:18]([NH:20][CH3:21])=[O:19]. (10) Given the product [F:25][C:5]1[CH:6]=[C:7]([O:9][CH3:10])[CH:8]=[C:3]([O:2][CH3:1])[C:4]=1[NH:11][C:12](=[O:18])[O:13][C:14]([CH3:15])([CH3:17])[CH3:16], predict the reactants needed to synthesize it. The reactants are: [CH3:1][O:2][C:3]1[CH:8]=[C:7]([O:9][CH3:10])[CH:6]=[CH:5][C:4]=1[NH:11][C:12](=[O:18])[O:13][C:14]([CH3:17])([CH3:16])[CH3:15].NCCCCN.[F:25]N(S(C1C=CC=CC=1)(=O)=O)S(C1C=CC=CC=1)(=O)=O.[Cl-].[NH4+].